This data is from Full USPTO retrosynthesis dataset with 1.9M reactions from patents (1976-2016). The task is: Predict the reactants needed to synthesize the given product. Given the product [F:19][C:18]([F:21])([F:20])[C:15]1[CH:14]=[CH:13][C:12]([N:11]([CH2:22][C:23]2[CH:24]=[CH:25][C:26]([C:27]([O:29][CH3:30])=[O:28])=[CH:31][CH:32]=2)[C:9]([N:38]2[CH2:39][CH2:40][CH2:41][O:35][CH2:36][CH2:37]2)=[O:10])=[CH:17][CH:16]=1, predict the reactants needed to synthesize it. The reactants are: [N+](C1C=CC(O[C:9]([N:11]([CH2:22][C:23]2[CH:32]=[CH:31][C:26]([C:27]([O:29][CH3:30])=[O:28])=[CH:25][CH:24]=2)[C:12]2[CH:17]=[CH:16][C:15]([C:18]([F:21])([F:20])[F:19])=[CH:14][CH:13]=2)=[O:10])=CC=1)([O-])=O.[O:35]1[CH2:41][CH2:40][CH2:39][NH:38][CH2:37][CH2:36]1.C(=O)([O-])[O-].[K+].[K+].